Dataset: Forward reaction prediction with 1.9M reactions from USPTO patents (1976-2016). Task: Predict the product of the given reaction. Given the reactants [F:1][C:2]1([F:27])[CH:10](O)[C:9]2[N:5]([C:6]([C:20]3[CH:25]=[CH:24][CH:23]=[C:22]([F:26])[CH:21]=3)=[C:7]3[C:15](=[O:16])[N:14]([CH3:17])[C:13](=[O:18])[N:12]([CH3:19])[C:8]3=2)[CH2:4][CH2:3]1.[CH3:28][C:29]1[O:30][CH:31]=[CH:32][CH:33]=1, predict the reaction product. The product is: [F:27][C:2]1([F:1])[CH:10]([C:31]2[O:30][C:29]([CH3:28])=[CH:33][CH:32]=2)[C:9]2[N:5]([C:6]([C:20]3[CH:25]=[CH:24][CH:23]=[C:22]([F:26])[CH:21]=3)=[C:7]3[C:15](=[O:16])[N:14]([CH3:17])[C:13](=[O:18])[N:12]([CH3:19])[C:8]3=2)[CH2:4][CH2:3]1.